Dataset: Reaction yield outcomes from USPTO patents with 853,638 reactions. Task: Predict the reaction yield, written as a fraction of the theoretical maximum amount of product (1.0 means a 100% yield; for example, 0.34 means a 34% yield). (1) The reactants are [Br:1][C:2]1[C:3]([SH:22])=[CH:4][C:5]([NH:8][C:9]2[S:10][CH:11]=[C:12]([CH2:14][CH2:15][C:16]3[CH:21]=[CH:20][CH:19]=[CH:18][CH:17]=3)[N:13]=2)=[N:6][CH:7]=1.Cl[C:24]1[CH:31]=[N:30][CH:29]=[C:28]([Cl:32])[C:25]=1[C:26]#[N:27].C([O-])([O-])=O.[Cs+].[Cs+]. The catalyst is CS(C)=O. The product is [Br:1][C:2]1[C:3]([S:22][C:24]2[CH:31]=[N:30][CH:29]=[C:28]([Cl:32])[C:25]=2[C:26]#[N:27])=[CH:4][C:5]([NH:8][C:9]2[S:10][CH:11]=[C:12]([CH2:14][CH2:15][C:16]3[CH:17]=[CH:18][CH:19]=[CH:20][CH:21]=3)[N:13]=2)=[N:6][CH:7]=1. The yield is 0.480. (2) The reactants are Br[C:2]1[O:6][C:5]([C:7]2[CH:12]=[CH:11][C:10]([F:13])=[CH:9][CH:8]=2)=[N:4][C:3]=1[C@@H:14]1[CH2:19][CH2:18][CH2:17][CH2:16][C@H:15]1[C:20]([O:22][CH3:23])=[O:21].CC1(C)C(C)(C)OB([C:32]2[CH:37]=[CH:36][C:35]([N:38]3[CH2:43][CH2:42][S:41](=[O:45])(=[O:44])[CH2:40][CH2:39]3)=[CH:34][CH:33]=2)O1.C1C=C(S([O-])(=O)=O)C=C(P(C2C=CC=C(S([O-])(=O)=O)C=2)C2C=CC=C(S([O-])(=O)=O)C=2)C=1.[Na+].[Na+].[Na+].CCN(C(C)C)C(C)C. The catalyst is CC([O-])=O.CC([O-])=O.[Pd+2].O.CN(C=O)C. The product is [O:45]=[S:41]1(=[O:44])[CH2:42][CH2:43][N:38]([C:35]2[CH:36]=[CH:37][C:32]([C:2]3[O:6][C:5]([C:7]4[CH:12]=[CH:11][C:10]([F:13])=[CH:9][CH:8]=4)=[N:4][C:3]=3[C@@H:14]3[CH2:19][CH2:18][CH2:17][CH2:16][C@H:15]3[C:20]([O:22][CH3:23])=[O:21])=[CH:33][CH:34]=2)[CH2:39][CH2:40]1. The yield is 0.770.